Dataset: Catalyst prediction with 721,799 reactions and 888 catalyst types from USPTO. Task: Predict which catalyst facilitates the given reaction. Reactant: Cl[C:2]1[N:10]=[C:9]2[C:5]([N:6]=[CH:7][N:8]2[CH:11]([CH3:13])[CH3:12])=[C:4]([NH:14][CH2:15][CH2:16][C:17]2[CH:22]=[CH:21][C:20]([OH:23])=[CH:19][CH:18]=2)[N:3]=1.[CH3:24][C:25]1[NH:26][CH:27]=[CH:28][N:29]=1. Product: [CH:11]([N:8]1[CH:7]=[N:6][C:5]2[C:9]1=[N:10][C:2]([N:26]1[CH:27]=[CH:28][N:29]=[C:25]1[CH3:24])=[N:3][C:4]=2[NH:14][CH2:15][CH2:16][C:17]1[CH:22]=[CH:21][C:20]([OH:23])=[CH:19][CH:18]=1)([CH3:13])[CH3:12]. The catalyst class is: 37.